Dataset: Catalyst prediction with 721,799 reactions and 888 catalyst types from USPTO. Task: Predict which catalyst facilitates the given reaction. (1) Reactant: Cl.[F:2][C:3]1[CH:29]=[CH:28][C:6]([CH2:7][NH:8][C:9]([C:11]2[N:12]=[C:13]3C(NC)[CH2:18][CH2:17][C:16]([CH3:23])([CH3:22])[CH2:15][N:14]3[C:24](=[O:27])[C:25]=2[OH:26])=[O:10])=[CH:5][C:4]=1[CH3:30].C1[CH:36]=[N:35][C:34]2N(O)N=NC=2C=1.[CH3:41][N:42]([CH3:48])[C:43](=[O:47])[C:44]([OH:46])=O.C(N(CC)CC)C.C(Cl)CCl. Product: [F:2][C:3]1[CH:29]=[CH:28][C:6]([CH2:7][NH:8][C:9]([C:11]2[N:12]=[C:13]3[CH:41]([N:42]([CH3:48])[C:43](=[O:47])[C:44]([N:35]([CH3:36])[CH3:34])=[O:46])[CH2:18][CH2:17][C:16]([CH3:23])([CH3:22])[CH2:15][N:14]3[C:24](=[O:27])[C:25]=2[OH:26])=[O:10])=[CH:5][C:4]=1[CH3:30]. The catalyst class is: 317. (2) Reactant: [NH2:1][C:2]1[CH:3]=[CH:4][C:5]([O:8][C:9]2[CH:19]=[CH:18][C:12]([C:13]([O:15][CH2:16][CH3:17])=[O:14])=[CH:11][CH:10]=2)=[N:6][CH:7]=1.[CH3:20][C:21]1[CH:22]=[C:23]([CH:27]=[CH:28][C:29]=1[CH3:30])[C:24](O)=[O:25].O.ON1C2C=CC=CC=2N=N1.Cl.C(N=C=NCCCN(C)C)C. Product: [CH3:20][C:21]1[CH:22]=[C:23]([CH:27]=[CH:28][C:29]=1[CH3:30])[C:24]([NH:1][C:2]1[CH:3]=[CH:4][C:5]([O:8][C:9]2[CH:19]=[CH:18][C:12]([C:13]([O:15][CH2:16][CH3:17])=[O:14])=[CH:11][CH:10]=2)=[N:6][CH:7]=1)=[O:25]. The catalyst class is: 3. (3) Reactant: [C:1](Cl)(=[O:4])[CH:2]=[CH2:3].[C:6]([OH:10])(=[O:9])[CH:7]=[CH2:8].C(N(CC)CC)C. Product: [C:6]([O:10][C:1](=[O:4])[CH:2]=[CH2:3])(=[O:9])[CH:7]=[CH2:8]. The catalyst class is: 1. (4) Reactant: [CH3:1][O:2][C:3]1[CH:8]=[C:7]([CH3:9])[C:6]([S:10]([N:13]([CH3:35])[CH2:14][C:15]2[O:16][C:17]([C:20]([N:22]3[CH2:27][CH2:26][N:25]([CH2:28][CH:29]4[CH2:34][CH2:33][NH:32][CH2:31][CH2:30]4)[CH2:24][CH2:23]3)=[O:21])=[N:18][N:19]=2)(=[O:12])=[O:11])=[C:5]([CH3:36])[CH:4]=1.[CH3:37][C:38]1([CH3:41])[CH2:40][O:39]1. Product: [OH:39][C:38]([CH3:41])([CH3:40])[CH2:37][N:32]1[CH2:33][CH2:34][CH:29]([CH2:28][N:25]2[CH2:26][CH2:27][N:22]([C:20]([C:17]3[O:16][C:15]([CH2:14][N:13]([CH3:35])[S:10]([C:6]4[C:7]([CH3:9])=[CH:8][C:3]([O:2][CH3:1])=[CH:4][C:5]=4[CH3:36])(=[O:11])=[O:12])=[N:19][N:18]=3)=[O:21])[CH2:23][CH2:24]2)[CH2:30][CH2:31]1. The catalyst class is: 3. (5) Reactant: [CH3:1][O:2][C:3]1[C:4]([CH2:13][N:14]2[CH:19]=[CH:18][CH:17]=[C:16]([C:20](O)=[O:21])[C:15]2=[O:23])=[CH:5][C:6]2[C:11]([CH:12]=1)=[CH:10][CH:9]=[CH:8][CH:7]=2.[NH2:24][C@@H:25]([CH2:33][CH2:34][CH2:35][NH:36][C:37]([NH:39][S:40]([C:43]1[C:44]([CH3:57])=[C:45]2[C:50](=[C:51]([CH3:54])[C:52]=1[CH3:53])[O:49][C:48]([CH3:56])([CH3:55])[CH2:47][CH2:46]2)(=[O:42])=[O:41])=[NH:38])[C:26]([O:28][C:29]([CH3:32])([CH3:31])[CH3:30])=[O:27].CN(C(ON1N=NC2C=CC=CC1=2)=[N+](C)C)C.F[P-](F)(F)(F)(F)F.CCN(C(C)C)C(C)C. Product: [CH3:1][O:2][C:3]1[C:4]([CH2:13][N:14]2[CH:19]=[CH:18][CH:17]=[C:16]([C:20]([NH:24][C@@H:25]([CH2:33][CH2:34][CH2:35][NH:36][C:37]([NH:39][S:40]([C:43]3[C:44]([CH3:57])=[C:45]4[C:50](=[C:51]([CH3:54])[C:52]=3[CH3:53])[O:49][C:48]([CH3:56])([CH3:55])[CH2:47][CH2:46]4)(=[O:41])=[O:42])=[NH:38])[C:26]([O:28][C:29]([CH3:30])([CH3:31])[CH3:32])=[O:27])=[O:21])[C:15]2=[O:23])=[CH:5][C:6]2[C:11]([CH:12]=1)=[CH:10][CH:9]=[CH:8][CH:7]=2. The catalyst class is: 3. (6) Reactant: [F:1][C:2]1[N:6]([CH3:7])[N:5]=[C:4]([CH3:8])[C:3]=1[C:9](Cl)=[O:10].[Cl:12][C:13]1[CH:14]=[C:15]([C:24]2[CH:29]=[CH:28][CH:27]=[CH:26][CH:25]=2)[CH:16]=[CH:17][C:18]=1[CH2:19][NH:20][CH:21]1[CH2:23][CH2:22]1.C(N(CC)CC)C. Product: [Cl:12][C:13]1[CH:14]=[C:15]([C:24]2[CH:29]=[CH:28][CH:27]=[CH:26][CH:25]=2)[CH:16]=[CH:17][C:18]=1[CH2:19][N:20]([CH:21]1[CH2:22][CH2:23]1)[C:9]([C:3]1[C:4]([CH3:8])=[N:5][N:6]([CH3:7])[C:2]=1[F:1])=[O:10]. The catalyst class is: 7.